Dataset: Full USPTO retrosynthesis dataset with 1.9M reactions from patents (1976-2016). Task: Predict the reactants needed to synthesize the given product. The reactants are: [CH2:1]([O:8][C:9]([N:11]1[C@H:15]([C:16](=[O:29])[NH:17][C:18]2[CH:23]=[CH:22][CH:21]=[C:20]([O:24][C:25]([F:28])([F:27])[F:26])[CH:19]=2)[CH2:14][CH2:13][C@@H:12]1[CH2:30][OH:31])=[O:10])[C:2]1[CH:7]=[CH:6][CH:5]=[CH:4][CH:3]=1.CCN(CC)CC.[S:39](Cl)([CH3:42])(=[O:41])=[O:40].Cl. Given the product [CH2:1]([O:8][C:9]([N:11]1[C@H:15]([C:16](=[O:29])[NH:17][C:18]2[CH:23]=[CH:22][CH:21]=[C:20]([O:24][C:25]([F:26])([F:27])[F:28])[CH:19]=2)[CH2:14][CH2:13][C@@H:12]1[CH2:30][O:31][S:39]([CH3:42])(=[O:41])=[O:40])=[O:10])[C:2]1[CH:7]=[CH:6][CH:5]=[CH:4][CH:3]=1, predict the reactants needed to synthesize it.